This data is from Full USPTO retrosynthesis dataset with 1.9M reactions from patents (1976-2016). The task is: Predict the reactants needed to synthesize the given product. (1) The reactants are: [CH3:1][O:2][C:3]1[CH:11]=[C:10]2[C:6]([CH:7]=[CH:8][NH:9]2)=[CH:5][CH:4]=1.I[C:13]1[CH:18]=[CH:17][CH:16]=[CH:15][CH:14]=1. Given the product [CH3:1][O:2][C:3]1[CH:11]=[C:10]2[C:6]([CH:7]=[CH:8][N:9]2[C:13]2[CH:18]=[CH:17][CH:16]=[CH:15][CH:14]=2)=[CH:5][CH:4]=1, predict the reactants needed to synthesize it. (2) Given the product [Cl:16][C:17]1[CH:38]=[CH:37][CH:36]=[CH:35][C:18]=1[CH2:19][N:20]1[C:25](=[O:26])[C:24]([C:27]2[CH:32]=[CH:31][C:30]([O:33][C:2]3[C:11]4[C:6](=[CH:7][C:8]([O:14][CH3:15])=[C:9]([O:12][CH3:13])[CH:10]=4)[N:5]=[CH:4][CH:3]=3)=[C:29]([F:34])[CH:28]=2)=[CH:23][N:22]=[CH:21]1, predict the reactants needed to synthesize it. The reactants are: Cl[C:2]1[C:11]2[C:6](=[CH:7][C:8]([O:14][CH3:15])=[C:9]([O:12][CH3:13])[CH:10]=2)[N:5]=[CH:4][CH:3]=1.[Cl:16][C:17]1[CH:38]=[CH:37][CH:36]=[CH:35][C:18]=1[CH2:19][N:20]1[C:25](=[O:26])[C:24]([C:27]2[CH:32]=[CH:31][C:30]([OH:33])=[C:29]([F:34])[CH:28]=2)=[CH:23][N:22]=[CH:21]1.